From a dataset of Reaction yield outcomes from USPTO patents with 853,638 reactions. Predict the reaction yield, written as a fraction of the theoretical maximum amount of product (1.0 means a 100% yield; for example, 0.34 means a 34% yield). The reactants are [N+:1]([C:4]1[CH:9]=[CH:8][C:7]([S:10](Cl)(=[O:12])=[O:11])=[CH:6][CH:5]=1)([O-:3])=[O:2].[CH2:14]([NH2:18])[CH2:15][CH2:16][CH3:17]. The catalyst is C1COCC1.CN(C)C1C=CN=CC=1. The product is [CH2:14]([NH:18][S:10]([C:7]1[CH:8]=[CH:9][C:4]([N+:1]([O-:3])=[O:2])=[CH:5][CH:6]=1)(=[O:12])=[O:11])[CH2:15][CH2:16][CH3:17]. The yield is 0.860.